From a dataset of Reaction yield outcomes from USPTO patents with 853,638 reactions. Predict the reaction yield, written as a fraction of the theoretical maximum amount of product (1.0 means a 100% yield; for example, 0.34 means a 34% yield). (1) The reactants are [N+:1]([C:4]1[CH:9]=[CH:8][CH:7]=[C:6]([N+:10]([O-])=O)[C:5]=1[NH:13][CH2:14][CH:15]([OH:21])[CH2:16][C:17]([O:19][CH3:20])=[O:18])([O-])=O. The catalyst is [Pd].O1CCCC1. The product is [NH2:1][C:4]1[CH:9]=[CH:8][CH:7]=[C:6]([NH2:10])[C:5]=1[NH:13][CH2:14][CH:15]([OH:21])[CH2:16][C:17]([O:19][CH3:20])=[O:18]. The yield is 0.990. (2) The reactants are [F:1][C:2]1[CH:3]=[C:4]([CH:22]=[C:23]([F:25])[CH:24]=1)[CH2:5][C:6]1[CH:7]=[C:8]2[C:12](=[CH:13][CH:14]=1)[NH:11][N:10]=[C:9]2[NH:15][C:16](=[O:21])[C:17]([F:20])([F:19])[F:18].[C:26](Cl)([C:39]1[CH:44]=[CH:43][CH:42]=[CH:41][CH:40]=1)([C:33]1[CH:38]=[CH:37][CH:36]=[CH:35][CH:34]=1)[C:27]1[CH:32]=[CH:31][CH:30]=[CH:29][CH:28]=1.N12CCCN=C1CCCCC2. The catalyst is ClCCl. The product is [F:1][C:2]1[CH:3]=[C:4]([CH:22]=[C:23]([F:25])[CH:24]=1)[CH2:5][C:6]1[CH:7]=[C:8]2[C:12](=[CH:13][CH:14]=1)[N:11]([C:26]([C:27]1[CH:32]=[CH:31][CH:30]=[CH:29][CH:28]=1)([C:39]1[CH:40]=[CH:41][CH:42]=[CH:43][CH:44]=1)[C:33]1[CH:34]=[CH:35][CH:36]=[CH:37][CH:38]=1)[N:10]=[C:9]2[NH:15][C:16](=[O:21])[C:17]([F:20])([F:19])[F:18]. The yield is 0.400. (3) The reactants are [NH:1]1[C:5]2[CH:6]=[CH:7][CH:8]=[CH:9][C:4]=2[N:3]=[C:2]1[C:10]([N:12]1[CH2:15][CH:14]([C:16]2[C:21](Cl)=[N:20][CH:19]=[CH:18][N:17]=2)[CH2:13]1)=[O:11].[NH:23]1[CH2:28][CH2:27][CH:26]([OH:29])[CH2:25][CH2:24]1.C(N(CC)CC)C.CS(C)=O. The catalyst is O. The product is [NH:1]1[C:5]2[CH:6]=[CH:7][CH:8]=[CH:9][C:4]=2[N:3]=[C:2]1[C:10]([N:12]1[CH2:15][CH:14]([C:16]2[C:21]([N:23]3[CH2:28][CH2:27][CH:26]([OH:29])[CH2:25][CH2:24]3)=[N:20][CH:19]=[CH:18][N:17]=2)[CH2:13]1)=[O:11]. The yield is 0.850. (4) The yield is 0.680. The catalyst is CN(C)C=O. The product is [F:16][C:15]([F:18])([F:17])[CH2:14][CH2:13][CH:2]([C:1]#[N:5])[C:3]#[N:4]. The reactants are [C:1](#[N:5])[CH2:2][C:3]#[N:4].C(=O)([O-])[O-].[K+].[K+].Br[CH2:13][CH2:14][C:15]([F:18])([F:17])[F:16].O.